This data is from Forward reaction prediction with 1.9M reactions from USPTO patents (1976-2016). The task is: Predict the product of the given reaction. Given the reactants [C:1]([NH:7][C@@H:8]([C:10]1[CH:15]=[CH:14][CH:13]=[CH:12][C:11]=1[S:16]([OH:18])=[O:17])[CH3:9])(=[O:6])[C:2]([CH3:5])([CH3:4])[CH3:3].[OH-].[Na+:20], predict the reaction product. The product is: [C:1]([NH:7][C@@H:8]([C:10]1[CH:15]=[CH:14][CH:13]=[CH:12][C:11]=1[S:16]([O-:18])=[O:17])[CH3:9])(=[O:6])[C:2]([CH3:5])([CH3:3])[CH3:4].[Na+:20].